Dataset: Full USPTO retrosynthesis dataset with 1.9M reactions from patents (1976-2016). Task: Predict the reactants needed to synthesize the given product. (1) Given the product [F:13][C:4]1[CH:3]=[C:2]([CH:22]=[O:23])[C:10]2[O:9][C:8]([CH3:11])=[C:7]([CH3:12])[C:6]=2[CH:5]=1, predict the reactants needed to synthesize it. The reactants are: Br[C:2]1[C:10]2[O:9][C:8]([CH3:11])=[C:7]([CH3:12])[C:6]=2[CH:5]=[C:4]([F:13])[CH:3]=1.[Li]CCCC.CN([CH:22]=[O:23])C.[NH4+].[Cl-]. (2) Given the product [CH3:53][S:54]([O:41][CH2:40][C@@H:39]([NH:38][C:11]1[C:10]([F:9])=[CH:17][C:14]([C:15]#[N:16])=[C:13]([C:18]2[C:26]3[C:21](=[N:22][CH:23]=[C:24]([F:27])[CH:25]=3)[N:20]([S:28]([C:31]3[CH:37]=[CH:36][C:34]([CH3:35])=[CH:33][CH:32]=3)(=[O:29])=[O:30])[CH:19]=2)[N:12]=1)[C:42]([CH3:45])([CH3:44])[CH3:43])(=[O:56])=[O:55], predict the reactants needed to synthesize it. The reactants are: C(#N)C1C=CC=NC=1.[F:9][C:10]1[C:11]([NH:38][C@@H:39]([C:42]([CH3:45])([CH3:44])[CH3:43])[CH2:40][OH:41])=[N:12][C:13]([C:18]2[C:26]3[C:21](=[N:22][CH:23]=[C:24]([F:27])[CH:25]=3)[N:20]([S:28]([C:31]3[CH:37]=[CH:36][C:34]([CH3:35])=[CH:33][CH:32]=3)(=[O:30])=[O:29])[CH:19]=2)=[C:14]([CH:17]=1)[C:15]#[N:16].C(N(CC)CC)C.[CH3:53][S:54](Cl)(=[O:56])=[O:55].